Dataset: Forward reaction prediction with 1.9M reactions from USPTO patents (1976-2016). Task: Predict the product of the given reaction. (1) Given the reactants [F:1][C:2]1[C:11]([CH:12]([CH2:28]O)[CH2:13][N:14]2[CH2:18][CH2:17][C@H:16]([CH2:19][NH:20][C:21](=[O:27])[O:22][C:23]([CH3:26])([CH3:25])[CH3:24])[CH2:15]2)=[C:10]2[C:5]([CH:6]=[CH:7][C:8]([O:30]C)=[N:9]2)=[CH:4][CH:3]=1.C(N(C(C)C)CC)(C)C.CS(Cl)(=O)=O, predict the reaction product. The product is: [F:1][C:2]1[C:11]2[CH:12]([CH2:13][N:14]3[CH2:18][CH2:17][C@H:16]([CH2:19][NH:20][C:21](=[O:27])[O:22][C:23]([CH3:25])([CH3:24])[CH3:26])[CH2:15]3)[CH2:28][N:9]3[C:10]=2[C:5]([CH:6]=[CH:7][C:8]3=[O:30])=[CH:4][CH:3]=1. (2) Given the reactants Br[C:2]1[CH:7]=[CH:6][C:5]([O:8][CH:9]([F:11])[F:10])=[C:4]([CH3:12])[CH:3]=1.N1CCCC1.[C:18]([Si:20]([CH3:23])([CH3:22])[CH3:21])#[CH:19], predict the reaction product. The product is: [F:10][CH:9]([F:11])[O:8][C:5]1[CH:6]=[CH:7][C:2]([C:19]#[C:18][Si:20]([CH3:23])([CH3:22])[CH3:21])=[CH:3][C:4]=1[CH3:12]. (3) Given the reactants Br[C:2]1[CH:7]=[CH:6][C:5]([N:8]2[CH:12]=[C:11]([NH:13][C:14]([NH2:16])=[O:15])[C:10]([C:17]([NH2:19])=[O:18])=[N:9]2)=[CH:4][C:3]=1[O:20][CH2:21][CH3:22].[OH:23][C:24]1[CH:25]=[C:26](B(O)O)[CH:27]=[CH:28][CH:29]=1.C([O-])([O-])=O.[Cs+].[Cs+], predict the reaction product. The product is: [NH2:16][C:14]([NH:13][C:11]1[C:10]([C:17]([NH2:19])=[O:18])=[N:9][N:8]([C:5]2[CH:6]=[CH:7][C:2]([C:28]3[CH:27]=[CH:26][CH:25]=[C:24]([OH:23])[CH:29]=3)=[C:3]([O:20][CH2:21][CH3:22])[CH:4]=2)[CH:12]=1)=[O:15]. (4) Given the reactants N1C=CN=C1.Cl[C:7]1[CH:15]=[CH:14][C:10]([CH2:11][CH2:12][NH2:13])=[CH:9][CH:8]=1.C1N=CN([C:21]([N:23]2C=N[CH:25]=[CH:24]2)=[S:22])C=1.C(N)C[C:30]1[CH:35]=[CH:34][CH:33]=[CH:32][CH:31]=1, predict the reaction product. The product is: [C:10]1([CH2:11][CH2:12][NH:13][C:21]([NH:23][CH2:24][CH2:25][C:30]2[CH:35]=[CH:34][CH:33]=[CH:32][CH:31]=2)=[S:22])[CH:14]=[CH:15][CH:7]=[CH:8][CH:9]=1. (5) Given the reactants [CH3:1][O:2][C:3]1[CH:4]=[C:5]([C:12]2[CH:17]=[CH:16][C:15]([N+:18]([O-:20])=[O:19])=[CH:14][CH:13]=2)[CH:6]=[CH:7][C:8]=1[C:9]([OH:11])=O.C(Cl)(=O)C(Cl)=O.Cl.[CH3:28][O:29][C:30](=[O:36])[C@H:31]([CH:33]([CH3:35])[CH3:34])[NH2:32].C(N(CC)CC)C, predict the reaction product. The product is: [CH3:1][O:2][C:3]1[CH:4]=[C:5]([C:12]2[CH:17]=[CH:16][C:15]([N+:18]([O-:20])=[O:19])=[CH:14][CH:13]=2)[CH:6]=[CH:7][C:8]=1[C:9]([NH:32][C@H:31]([C:30]([O:29][CH3:28])=[O:36])[CH:33]([CH3:35])[CH3:34])=[O:11]. (6) Given the reactants [CH2:1]([N:5]1[C:13]2[N:12]=[C:11]([Cl:14])[N:10](CC=C)[C:9]=2[C:8](=[O:18])[N:7]([CH2:19][CH2:20][CH2:21][CH2:22][C:23]2[N:24]=[CH:25][NH:26]C=2)[C:6]1=[O:28])[CH2:2][CH2:3][CH3:4].[CH2:29](Br)[C:30]1[CH:35]=[CH:34][CH:33]=[CH:32][CH:31]=1.CCN(C(C)C)C(C)C.N1CCOCC1, predict the reaction product. The product is: [CH2:1]([N:5]1[C:13]2[N:12]=[C:11]([Cl:14])[NH:10][C:9]=2[C:8](=[O:18])[N:7]([CH2:19][CH2:20][CH2:21][C:22]2[N:26]=[CH:25][N:24]([CH2:29][C:30]3[CH:35]=[CH:34][CH:33]=[CH:32][CH:31]=3)[CH:23]=2)[C:6]1=[O:28])[CH2:2][CH2:3][CH3:4].